This data is from NCI-60 drug combinations with 297,098 pairs across 59 cell lines. The task is: Regression. Given two drug SMILES strings and cell line genomic features, predict the synergy score measuring deviation from expected non-interaction effect. (1) Drug 1: C1=NC2=C(N=C(N=C2N1C3C(C(C(O3)CO)O)F)Cl)N. Drug 2: C(CN)CNCCSP(=O)(O)O. Cell line: LOX IMVI. Synergy scores: CSS=-4.62, Synergy_ZIP=0.748, Synergy_Bliss=-1.59, Synergy_Loewe=-9.08, Synergy_HSA=-4.89. (2) Drug 2: C1=CC(=CC=C1CCCC(=O)O)N(CCCl)CCCl. Synergy scores: CSS=41.8, Synergy_ZIP=-4.76, Synergy_Bliss=-4.47, Synergy_Loewe=-4.24, Synergy_HSA=-3.86. Cell line: HCT116. Drug 1: CC12CCC(CC1=CCC3C2CCC4(C3CC=C4C5=CN=CC=C5)C)O. (3) Drug 1: C1=C(C(=O)NC(=O)N1)F. Drug 2: CC(C)CN1C=NC2=C1C3=CC=CC=C3N=C2N. Cell line: HCC-2998. Synergy scores: CSS=21.5, Synergy_ZIP=-2.27, Synergy_Bliss=-6.27, Synergy_Loewe=-8.02, Synergy_HSA=-7.87.